Predict the product of the given reaction. From a dataset of Forward reaction prediction with 1.9M reactions from USPTO patents (1976-2016). Given the reactants BrCCBr.Cl[Si](C)(C)C.I[CH:11]1[CH2:14][N:13]([C:15]([O:17][C:18]([CH3:21])([CH3:20])[CH3:19])=[O:16])[CH2:12]1.[C:22]([Si:26]([O:29][C:30]1[CH:35]=[CH:34][C:33]([Cl:36])=[CH:32][C:31]=1I)([CH3:28])[CH3:27])([CH3:25])([CH3:24])[CH3:23].O1C=CC=C1P(C1OC=CC=1)C1OC=CC=1, predict the reaction product. The product is: [Si:26]([O:29][C:30]1[CH:35]=[CH:34][C:33]([Cl:36])=[CH:32][C:31]=1[CH:11]1[CH2:14][N:13]([C:15]([O:17][C:18]([CH3:21])([CH3:20])[CH3:19])=[O:16])[CH2:12]1)([C:22]([CH3:25])([CH3:24])[CH3:23])([CH3:28])[CH3:27].